From a dataset of Forward reaction prediction with 1.9M reactions from USPTO patents (1976-2016). Predict the product of the given reaction. (1) Given the reactants [CH:1]([C:3]1[CH:4]=[C:5]([CH:10]=[CH:11][C:12]=1[OH:13])[C:6]([O:8][CH3:9])=[O:7])=[O:2].[Br:14]N1C(=O)CCC1=O, predict the reaction product. The product is: [Br:14][C:11]1[CH:10]=[C:5]([CH:4]=[C:3]([CH:1]=[O:2])[C:12]=1[OH:13])[C:6]([O:8][CH3:9])=[O:7]. (2) Given the reactants [Cl:1][C:2]1[CH:7]=[CH:6][C:5]([N:8]2[C:16]([C:17]3[CH:22]=[CH:21][CH:20]=[CH:19][C:18]=3[Cl:23])=[N:15][C:14]3[C:9]2=[N:10][CH:11]=[N:12][C:13]=3[N:24]2[CH2:29][CH2:28][C:27]([NH:33][CH3:34])([C:30](N)=[O:31])[CH2:26][CH2:25]2)=[CH:4][CH:3]=1.[CH3:35][OH:36], predict the reaction product. The product is: [CH3:35][O:36][C:30]([C:27]1([NH:33][CH3:34])[CH2:28][CH2:29][N:24]([C:13]2[N:12]=[CH:11][N:10]=[C:9]3[C:14]=2[N:15]=[C:16]([C:17]2[CH:22]=[CH:21][CH:20]=[CH:19][C:18]=2[Cl:23])[N:8]3[C:5]2[CH:4]=[CH:3][C:2]([Cl:1])=[CH:7][CH:6]=2)[CH2:25][CH2:26]1)=[O:31].